From a dataset of Forward reaction prediction with 1.9M reactions from USPTO patents (1976-2016). Predict the product of the given reaction. The product is: [CH3:21][C:20]1[N:16]([C:11]2[CH:10]=[C:9]([C:3]3[C:4](=[O:8])[NH:5][N:6]=[CH:7][CH:2]=3)[CH:14]=[CH:13][C:12]=2[CH3:15])[C:17]([CH3:22])=[CH:18][CH:19]=1. Given the reactants Cl[C:2]1[CH:7]=[N:6][NH:5][C:4](=[O:8])[C:3]=1[C:9]1[CH:14]=[CH:13][C:12]([CH3:15])=[C:11]([N:16]2[C:20]([CH3:21])=[CH:19][CH:18]=[C:17]2[CH3:22])[CH:10]=1.[OH-].[K+], predict the reaction product.